The task is: Predict the reactants needed to synthesize the given product.. This data is from Retrosynthesis with 50K atom-mapped reactions and 10 reaction types from USPTO. (1) Given the product COc1ccc(Cn2c(=O)oc(=O)c3ccccc32)cc1, predict the reactants needed to synthesize it. The reactants are: COc1ccc(CCl)cc1.O=c1[nH]c2ccccc2c(=O)o1. (2) Given the product COc1cc2c(cc1Cl)C=C(C(=O)O)C(C(F)(F)F)O2, predict the reactants needed to synthesize it. The reactants are: CCOC(=O)C1=Cc2cc(Cl)c(OC)cc2OC1C(F)(F)F. (3) Given the product CN1CCN(c2ncnc3oc(-c4ccccc4)c(-c4ccc(F)cc4)c23)CC1, predict the reactants needed to synthesize it. The reactants are: CN1CCNCC1.Fc1ccc(-c2c(-c3ccccc3)oc3ncnc(Cl)c23)cc1. (4) Given the product O=[N+]([O-])c1ccccc1N1CCC(n2ccnc2)CC1, predict the reactants needed to synthesize it. The reactants are: O=[N+]([O-])c1ccccc1F.c1cn(C2CCNCC2)cn1. (5) Given the product O=C(N[C@H]1C[C@@H](n2cnc3c(NCC(c4ccccc4)c4ccccc4)nc(Cl)nc32)[C@H](O)[C@@H]1O)C1CCC1, predict the reactants needed to synthesize it. The reactants are: N[C@H]1C[C@@H](n2cnc3c(NCC(c4ccccc4)c4ccccc4)nc(Cl)nc32)[C@H](O)[C@@H]1O.O=C(O)C1CCC1. (6) Given the product CN1CCC2(CC1)S[C@@H]1C(NC(=O)Cc3ccccc3)C(=O)N1C2C(=O)O, predict the reactants needed to synthesize it. The reactants are: CN1CCC2(CC1)S[C@@H]1C(NC(=O)Cc3ccccc3)C(=O)N1C2C(=O)OCc1ccccc1. (7) Given the product FC(F)(F)Oc1ccccc1CNc1ncc(C(F)(F)F)c(NC[C@H]2CC[C@H](N3CCCC3)CC2)n1, predict the reactants needed to synthesize it. The reactants are: BrCCCCBr.N[C@H]1CC[C@H](CNc2nc(NCc3ccccc3OC(F)(F)F)ncc2C(F)(F)F)CC1.